Dataset: Full USPTO retrosynthesis dataset with 1.9M reactions from patents (1976-2016). Task: Predict the reactants needed to synthesize the given product. (1) Given the product [CH3:1][N:2]1[CH2:20][C:14]2=[C:13]3[C:12](=[C:17]([O:18][CH3:19])[CH:16]=[CH:15]2)[O:11][C@@H:10]2[C@:5]3([CH:6]=[CH:7][C:8]([CH2:9]2)=[O:21])[CH2:4][CH2:3]1, predict the reactants needed to synthesize it. The reactants are: [CH3:1][N:2]1[CH2:20][C:14]2[CH:15]=[CH:16][C:17]([O:18][CH3:19])=[C:12]3[C:13]=2[C@:5]2([C@@H:10]([O:11]3)[CH2:9][C@@H:8]([OH:21])[CH:7]=[CH:6]2)[CH2:4][CH2:3]1.O.C1(C)C=CC(C(C(C(O)=O)(O)C(C(C2C=CC(C)=CC=2)=O)(O)C(O)=O)=O)=CC=1. (2) Given the product [ClH:33].[NH2:17][C:15]1[CH:14]=[CH:13][C:12]([C:25]2([C:28]([O:30][CH2:31][CH3:32])=[O:29])[CH2:27][CH2:26]2)=[C:11]([CH2:10][NH:8][CH3:6])[CH:16]=1, predict the reactants needed to synthesize it. The reactants are: C(O[C:6]([N:8]([CH2:10][C:11]1[CH:16]=[C:15]([NH:17]C(OC(C)(C)C)=O)[CH:14]=[CH:13][C:12]=1[C:25]1([C:28]([O:30][CH2:31][CH3:32])=[O:29])[CH2:27][CH2:26]1)C)=O)(C)(C)C.[ClH:33]. (3) Given the product [F:34][CH:2]([F:1])[C:3]1[C:7]([C:8]2[NH:9][C:10]3[C:16]4[CH:17]=[CH:18][N:19]=[CH:20][C:15]=4[NH:14][C:13]4[N:21]=[CH:22][CH:23]=[CH:24][C:12]=4[C:11]=3[N:25]=2)=[C:6]([CH3:27])[N:5]([CH:28]2[CH2:33][CH2:32][CH2:31][CH2:30][O:29]2)[N:4]=1, predict the reactants needed to synthesize it. The reactants are: [F:1][CH:2]([F:34])[C:3]1[C:7]([C:8]2[N:9](O)[C:10]3[C:16]4[CH:17]=[CH:18][N:19]=[CH:20][C:15]=4[NH:14][C:13]4[N:21]=[CH:22][CH:23]=[CH:24][C:12]=4[C:11]=3[N:25]=2)=[C:6]([CH3:27])[N:5]([CH:28]2[CH2:33][CH2:32][CH2:31][CH2:30][O:29]2)[N:4]=1.CN(C)C(=O)C.P(OC(C)C)(OC(C)C)OC(C)C. (4) The reactants are: Cl.[I:2][C:3]1[CH:4]=[C:5]2[C:10](=[CH:11][CH:12]=1)[O:9][C@@H:8]([CH2:13][NH2:14])[CH2:7][CH2:6]2.[CH2:15]([O:22][C:23](Cl)=[O:24])[C:16]1[CH:21]=[CH:20][CH:19]=[CH:18][CH:17]=1.[OH-].[Na+]. Given the product [I:2][C:3]1[CH:4]=[C:5]2[C:10](=[CH:11][CH:12]=1)[O:9][C@@H:8]([CH2:13][NH:14][C:23](=[O:24])[O:22][CH2:15][C:16]1[CH:21]=[CH:20][CH:19]=[CH:18][CH:17]=1)[CH2:7][CH2:6]2, predict the reactants needed to synthesize it. (5) Given the product [F:26][C:19]1[CH:18]=[C:17]([CH:27]([NH:29][C:30]([C:32]2[N:33]=[C:34]([C:6]3[CH:7]=[CH:8][C:3]([C:2]([F:13])([F:12])[F:1])=[CH:4][CH:5]=3)[O:35][CH:36]=2)=[O:31])[CH3:28])[CH:16]=[C:15]([F:14])[C:20]=1[NH:21][S:22]([CH3:25])(=[O:24])=[O:23], predict the reactants needed to synthesize it. The reactants are: [F:1][C:2]([F:13])([F:12])[C:3]1[CH:8]=[CH:7][C:6](B(O)O)=[CH:5][CH:4]=1.[F:14][C:15]1[CH:16]=[C:17]([CH:27]([NH:29][C:30]([C:32]2[N:33]=[C:34](Cl)[O:35][CH:36]=2)=[O:31])[CH3:28])[CH:18]=[C:19]([F:26])[C:20]=1[NH:21][S:22]([CH3:25])(=[O:24])=[O:23].C([O-])([O-])=O.[Cs+].[Cs+]. (6) The reactants are: [Cl:1][C:2]1[N:6]([CH2:7][C:8]2[CH:13]=[CH:12][CH:11]=[C:10]([C:14]([F:17])([F:16])[F:15])[C:9]=2[CH3:18])[C:5]2[CH:19]=[C:20]([N:27]3[CH2:32][CH2:31][O:30][CH2:29][CH2:28]3)[CH:21]=[C:22]([C:23]([O:25]C)=[O:24])[C:4]=2[N:3]=1.[OH-].[Li+]. Given the product [Cl:1][C:2]1[N:6]([CH2:7][C:8]2[CH:13]=[CH:12][CH:11]=[C:10]([C:14]([F:17])([F:16])[F:15])[C:9]=2[CH3:18])[C:5]2[CH:19]=[C:20]([N:27]3[CH2:28][CH2:29][O:30][CH2:31][CH2:32]3)[CH:21]=[C:22]([C:23]([OH:25])=[O:24])[C:4]=2[N:3]=1, predict the reactants needed to synthesize it. (7) Given the product [CH3:16][O:17][C:18](=[O:21])[CH:19]=[CH:20][C:5](=[C:6]([NH:8][C:9]1[CH:14]=[CH:13][CH:12]=[CH:11][CH:10]=1)[CH3:7])[C:4]([O:3][CH2:1][CH3:2])=[O:15], predict the reactants needed to synthesize it. The reactants are: [CH2:1]([O:3][C:4](=[O:15])[CH:5]=[C:6]([NH:8][C:9]1[CH:14]=[CH:13][CH:12]=[CH:11][CH:10]=1)[CH3:7])[CH3:2].[CH3:16][O:17][C:18](=[O:21])[C:19]#[CH:20].